Dataset: Reaction yield outcomes from USPTO patents with 853,638 reactions. Task: Predict the reaction yield, written as a fraction of the theoretical maximum amount of product (1.0 means a 100% yield; for example, 0.34 means a 34% yield). The reactants are [CH2:1]([O:8][C:9]1[CH:14]=[C:13]([O:15][CH2:16][C:17]2[CH:22]=[CH:21][CH:20]=[CH:19][CH:18]=2)[C:12]([CH:23]([CH3:25])[CH3:24])=[CH:11][C:10]=1[C:26]1[O:30][N:29]=[C:28]([C:31]([NH:33][CH2:34][CH3:35])=[O:32])[C:27]=1[C:36](=[N:38][OH:39])[NH2:37])[C:2]1[CH:7]=[CH:6][CH:5]=[CH:4][CH:3]=1.C1N=CN([C:45](N2C=NC=C2)=[S:46])C=1. The catalyst is CC#N. The product is [CH2:1]([O:8][C:9]1[CH:14]=[C:13]([O:15][CH2:16][C:17]2[CH:22]=[CH:21][CH:20]=[CH:19][CH:18]=2)[C:12]([CH:23]([CH3:25])[CH3:24])=[CH:11][C:10]=1[C:26]1[O:30][N:29]=[C:28]([C:31]([NH:33][CH2:34][CH3:35])=[O:32])[C:27]=1[C:36]1[N:37]=[C:45]([SH:46])[O:39][N:38]=1)[C:2]1[CH:7]=[CH:6][CH:5]=[CH:4][CH:3]=1. The yield is 0.690.